Predict the reactants needed to synthesize the given product. From a dataset of Full USPTO retrosynthesis dataset with 1.9M reactions from patents (1976-2016). (1) The reactants are: [NH:1]([C:18]([O:20][C:21]([CH3:24])([CH3:23])[CH3:22])=[O:19])[C@H:2]([C:15]([OH:17])=[O:16])[CH2:3][CH2:4][CH2:5][CH2:6][NH:7][C:8]([O:10][C:11]([CH3:14])([CH3:13])[CH3:12])=[O:9].C(N(CC)C(C)C)(C)C.CN(C(ON1N=NC2C=CC=CC1=2)=[N+](C)C)C.F[P-](F)(F)(F)(F)F.Cl.[CH2:59]([NH:67][CH2:68][C:69]1[C:70]2[C:75]([CH:76]=[C:77]3[C:82]=1[CH:81]=[CH:80][CH:79]=[CH:78]3)=[CH:74][CH:73]=[CH:72][CH:71]=2)[CH2:60][CH2:61][CH2:62][CH2:63][CH2:64][CH2:65][CH3:66]. Given the product [NH:1]([C:18]([O:20][C:21]([CH3:24])([CH3:23])[CH3:22])=[O:19])[C@H:2]([C:15]([OH:17])=[O:16])[CH2:3][CH2:4][CH2:5][CH2:6][NH:7][C:8]([O:10][C:11]([CH3:14])([CH3:13])[CH3:12])=[O:9].[CH2:59]([NH:67][CH2:68][C:69]1[C:82]2[C:77]([CH:76]=[C:75]3[C:70]=1[CH:71]=[CH:72][CH:73]=[CH:74]3)=[CH:78][CH:79]=[CH:80][CH:81]=2)[CH2:60][CH2:61][CH2:62][CH2:63][CH2:64][CH2:65][CH3:66], predict the reactants needed to synthesize it. (2) The reactants are: [F:1][C:2]1[C:7]2[CH2:8][CH2:9][C:10]3[CH:15]=[CH:14][N:13]=[CH:12][C:11]=3[CH:16]([NH2:17])[C:6]=2[CH:5]=[CH:4][CH:3]=1.C1N=CN([C:23]([N:25]2[CH:29]=[N:28][CH:27]=[CH:26]2)=[O:24])C=1.NCC1N=C[C:35]([C:38]([O:40][CH3:41])=[O:39])=[CH:34][C:33]=1[Cl:42]. Given the product [Cl:42][C:33]1[CH:34]=[C:35]([C:38]([O:40][CH3:41])=[O:39])[CH:29]=[N:28][C:27]=1[CH2:26][NH:25][C:23]([NH:17][CH:16]1[C:11]2[CH:12]=[N:13][CH:14]=[CH:15][C:10]=2[CH2:9][CH2:8][C:7]2[C:2]([F:1])=[CH:3][CH:4]=[CH:5][C:6]1=2)=[O:24], predict the reactants needed to synthesize it. (3) Given the product [Cl:1][C:2]1[CH:7]=[CH:6][C:5]([N+:8]([O-:10])=[O:9])=[CH:4][C:3]=1[C:11]1[CH:21]=[C:20]([CH3:22])[C:14]2[N:15]=[C:16]([NH:19][C:24]3[CH:29]=[CH:28][C:27]([S:30]([NH:33][CH2:34][CH2:35][N:36]4[CH2:37][CH2:38][CH2:39][CH2:40]4)(=[O:32])=[O:31])=[CH:26][CH:25]=3)[N:17]=[N:18][C:13]=2[CH:12]=1, predict the reactants needed to synthesize it. The reactants are: [Cl:1][C:2]1[CH:7]=[CH:6][C:5]([N+:8]([O-:10])=[O:9])=[CH:4][C:3]=1[C:11]1[CH:21]=[C:20]([CH3:22])[C:14]2[N:15]=[C:16]([NH2:19])[N:17]=[N:18][C:13]=2[CH:12]=1.Br[C:24]1[CH:29]=[CH:28][C:27]([S:30]([NH:33][CH2:34][CH2:35][N:36]2[CH2:40][CH2:39][CH2:38][CH2:37]2)(=[O:32])=[O:31])=[CH:26][CH:25]=1.CC1(C)C2C(=C(P(C3C=CC=CC=3)C3C=CC=CC=3)C=CC=2)OC2C(P(C3C=CC=CC=3)C3C=CC=CC=3)=CC=CC1=2.CC(C)([O-])C.[K+]. (4) Given the product [CH3:20][N:3]1[C:4]2[C:9](=[CH:8][CH:7]=[CH:6][CH:5]=2)[N:10]=[C:11]([C:12]([O:14][CH2:15][CH3:16])=[O:13])[C:2]1=[O:1], predict the reactants needed to synthesize it. The reactants are: [O:1]=[C:2]1[C:11]([C:12]([O:14][CH2:15][CH3:16])=[O:13])=[N:10][C:9]2[C:4](=[CH:5][CH:6]=[CH:7][CH:8]=2)[NH:3]1.[H-].[Na+].I[CH3:20].O. (5) Given the product [CH3:14][S:15]([O:6][CH2:5][CH2:4][CH:1]1[CH2:3][CH2:2]1)(=[O:17])=[O:16], predict the reactants needed to synthesize it. The reactants are: [CH:1]1([CH2:4][CH2:5][OH:6])[CH2:3][CH2:2]1.C(N(CC)CC)C.[CH3:14][S:15](Cl)(=[O:17])=[O:16].O. (6) Given the product [CH3:26][C:27]1[CH:35]=[CH:34][C:30]([C:31]([O:7][C@H:6]2[C@@:2]([Cl:1])([F:18])[C@H:3]([N:10]3[CH:15]=[CH:14][C:13](=[O:16])[NH:12][C:11]3=[O:17])[O:4][C@@H:5]2[CH2:8][O:9][C:36](=[O:39])[C:44]2[CH:45]=[CH:46][C:24]([CH3:25])=[CH:42][CH:43]=2)=[O:32])=[CH:29][CH:28]=1, predict the reactants needed to synthesize it. The reactants are: [Cl:1][C@@:2]1([F:18])[C@H:6]([OH:7])[C@@H:5]([CH2:8][OH:9])[O:4][C@H:3]1[N:10]1[CH:15]=[CH:14][C:13](=[O:16])[NH:12][C:11]1=[O:17].C(N([CH2:24][CH3:25])CC)C.[CH3:26][C:27]1[CH:35]=[CH:34][C:30]([C:31](Cl)=[O:32])=[CH:29][CH:28]=1.[C:36]([O-:39])(O)=O.[Na+].N1[CH:46]=[CH:45][CH:44]=[CH:43][CH:42]=1. (7) Given the product [Cl:1][C:2]1[N:7]=[C:6]([C:8]2[S:12][C:11]([CH:13]([CH3:15])[CH3:14])=[N:10][C:9]=2[C:16]2[C:17]([O:29][CH3:30])=[C:18]([CH:19]=[CH:20][CH:21]=2)[NH2:22])[CH:5]=[CH:4][N:3]=1, predict the reactants needed to synthesize it. The reactants are: [Cl:1][C:2]1[N:7]=[C:6]([C:8]2[S:12][C:11]([CH:13]([CH3:15])[CH3:14])=[N:10][C:9]=2[C:16]2[C:17]([O:29][CH3:30])=[C:18]([NH:22]C(=O)OCC=C)[CH:19]=[CH:20][CH:21]=2)[CH:5]=[CH:4][N:3]=1.C(O)(=O)C.C([SnH](CCCC)CCCC)CCC.